This data is from Catalyst prediction with 721,799 reactions and 888 catalyst types from USPTO. The task is: Predict which catalyst facilitates the given reaction. (1) Reactant: C(O[C:4](=O)[CH2:5][C:6]1[CH:11]=[CH:10][C:9]([Cl:12])=[C:8]([O:13][CH:14]([F:16])[F:15])[CH:7]=1)C.[NH2:18][C:19]1[N:23]([CH:24]([CH:34]([OH:36])[CH3:35])[CH2:25][CH2:26][CH2:27][C:28]2[CH:33]=[CH:32][CH:31]=[CH:30][CH:29]=2)[CH:22]=[N:21][C:20]=1[C:37]([NH2:39])=[O:38].[Na]. Product: [Cl:12][C:9]1[CH:10]=[CH:11][C:6]([CH2:5][C:4]2[NH:39][C:37](=[O:38])[C:20]3[N:21]=[CH:22][N:23]([CH:24]([CH:34]([OH:36])[CH3:35])[CH2:25][CH2:26][CH2:27][C:28]4[CH:33]=[CH:32][CH:31]=[CH:30][CH:29]=4)[C:19]=3[N:18]=2)=[CH:7][C:8]=1[O:13][CH:14]([F:15])[F:16]. The catalyst class is: 8. (2) Reactant: [F:1][C:2]([F:26])([F:25])[C:3]1[CH:4]=[C:5]([S:9][CH:10]([CH:12]2[CH2:17][CH2:16][CH2:15][N:14]([C:18]([O:20][C:21]([CH3:24])([CH3:23])[CH3:22])=[O:19])[CH2:13]2)[CH3:11])[CH:6]=[CH:7][CH:8]=1.[OH:27]OS([O-])=O.[K+].[OH2:33]. Product: [F:26][C:2]([F:1])([F:25])[C:3]1[CH:4]=[C:5]([S:9]([CH:10]([CH:12]2[CH2:17][CH2:16][CH2:15][N:14]([C:18]([O:20][C:21]([CH3:22])([CH3:24])[CH3:23])=[O:19])[CH2:13]2)[CH3:11])(=[O:27])=[O:33])[CH:6]=[CH:7][CH:8]=1. The catalyst class is: 5. (3) Reactant: FC(F)(F)C(OI(C1C=CC=CC=1)O[C:8](=[O:13])C(F)(F)F)=O.B(F)(F)F.CCOCC.[CH3:31][CH2:32][O:33][C:34]([C:36]([CH2:38][C:39]([C:41]([CH3:44])([CH3:43])[CH3:42])=O)=O)=[O:35].[CH3:45][NH:46][NH2:47]. Product: [CH2:32]([O:33][C:34]([C:36]1[N:46]([CH3:45])[N:47]=[C:39]([C:41]([CH3:42])([CH3:43])[CH3:44])[C:38]=1[O:13][CH3:8])=[O:35])[CH3:31]. The catalyst class is: 5.